Dataset: Merck oncology drug combination screen with 23,052 pairs across 39 cell lines. Task: Regression. Given two drug SMILES strings and cell line genomic features, predict the synergy score measuring deviation from expected non-interaction effect. (1) Drug 1: Nc1ccn(C2OC(CO)C(O)C2(F)F)c(=O)n1. Drug 2: C#Cc1cccc(Nc2ncnc3cc(OCCOC)c(OCCOC)cc23)c1. Cell line: A427. Synergy scores: synergy=6.67. (2) Drug 1: O=C(O)C1(Cc2cccc(Nc3nccs3)n2)CCC(Oc2cccc(Cl)c2F)CC1. Drug 2: NC1CCCCC1N.O=C(O)C(=O)O.[Pt+2]. Cell line: SW837. Synergy scores: synergy=4.68. (3) Drug 1: CN(Cc1cnc2nc(N)nc(N)c2n1)c1ccc(C(=O)NC(CCC(=O)O)C(=O)O)cc1. Drug 2: Cc1nc(Nc2ncc(C(=O)Nc3c(C)cccc3Cl)s2)cc(N2CCN(CCO)CC2)n1. Cell line: T47D. Synergy scores: synergy=3.42. (4) Drug 1: COC1=C2CC(C)CC(OC)C(O)C(C)C=C(C)C(OC(N)=O)C(OC)C=CC=C(C)C(=O)NC(=CC1=O)C2=O. Drug 2: NC1CCCCC1N.O=C(O)C(=O)O.[Pt+2]. Cell line: HT29. Synergy scores: synergy=-4.17. (5) Drug 1: C#Cc1cccc(Nc2ncnc3cc(OCCOC)c(OCCOC)cc23)c1. Drug 2: Cc1nc(Nc2ncc(C(=O)Nc3c(C)cccc3Cl)s2)cc(N2CCN(CCO)CC2)n1. Cell line: DLD1. Synergy scores: synergy=68.4.